This data is from Full USPTO retrosynthesis dataset with 1.9M reactions from patents (1976-2016). The task is: Predict the reactants needed to synthesize the given product. Given the product [CH3:1][S:2]([N:5]1[CH2:10][CH2:9][CH2:8][C@H:7]([NH:11][C:12]2[C:17]([C:18]3[N:19]=[C:20]4[CH:26]=[CH:25][NH:24][C:21]4=[N:22][CH:23]=3)=[CH:16][N:15]=[C:14]([O:42][CH3:43])[N:13]=2)[CH2:6]1)(=[O:4])=[O:3], predict the reactants needed to synthesize it. The reactants are: [CH3:1][S:2]([N:5]1[CH2:10][CH2:9][CH2:8][C@H:7]([NH:11][C:12]2[C:17]([C:18]3[N:19]=[C:20]4[CH:26]=[CH:25][N:24](COCC[Si](C)(C)C)[C:21]4=[N:22][CH:23]=3)=[CH:16][N:15]=[C:14](S(C)(=O)=O)[N:13]=2)[CH2:6]1)(=[O:4])=[O:3].C[O-].[Na+].[O:42]1CCC[CH2:43]1.CS(C)(=O)=O.